From a dataset of Reaction yield outcomes from USPTO patents with 853,638 reactions. Predict the reaction yield, written as a fraction of the theoretical maximum amount of product (1.0 means a 100% yield; for example, 0.34 means a 34% yield). (1) The reactants are [F:1][C:2]1[CH:8]=[CH:7][C:5]([NH2:6])=[CH:4][CH:3]=1.[CH:9](=O)[CH:10]([CH3:12])[CH3:11].C(O[BH-](OC(=O)C)OC(=O)C)(=O)C.[Na+]. The catalyst is C(Cl)Cl. The product is [F:1][C:2]1[CH:8]=[CH:7][C:5]([NH:6][CH2:9][CH:10]([CH3:12])[CH3:11])=[CH:4][CH:3]=1. The yield is 0.540. (2) The reactants are [Cl:1][C:2]1[CH:3]=[C:4]([CH:9]([C:24]([F:27])([F:26])[F:25])/[CH:10]=[CH:11]/[C:12]2[CH:13]=[CH:14][C:15]([N:19]3[CH:23]=[N:22][CH:21]=[N:20]3)=[C:16]([CH:18]=2)[NH2:17])[CH:5]=[C:6]([Cl:8])[CH:7]=1.[CH2:28](N(CC)CC)C.CI. The catalyst is C(Cl)Cl. The product is [Cl:1][C:2]1[CH:3]=[C:4]([CH:9]([C:24]([F:26])([F:25])[F:27])/[CH:10]=[CH:11]/[C:12]2[CH:13]=[CH:14][C:15]([N:19]3[CH:23]=[N:22][CH:21]=[N:20]3)=[C:16]([CH:18]=2)[NH:17][CH3:28])[CH:5]=[C:6]([Cl:8])[CH:7]=1. The yield is 0.700. (3) The reactants are [Cl:1][C:2]1[NH:7][C:6](=[O:8])[CH:5]=[C:4]([Cl:9])[N:3]=1.C([O-])([O-])=O.[K+].[K+].Br[CH2:17][CH2:18][CH2:19][O:20][CH3:21]. The catalyst is CN(C=O)C. The product is [Cl:1][C:2]1[N:7]([CH2:17][CH2:18][CH2:19][O:20][CH3:21])[C:6](=[O:8])[CH:5]=[C:4]([Cl:9])[N:3]=1. The yield is 0.470. (4) The reactants are [CH3:1][O:2][C:3]1[CH:28]=[C:27]([O:29][CH3:30])[CH:26]=[CH:25][C:4]=1[CH2:5][N:6]([C:19]1[CH:24]=[CH:23][N:22]=[CH:21][N:20]=1)[S:7]([C:10]1[CH:15]=[C:14]([F:16])[C:13](F)=[CH:12][C:11]=1[F:18])(=[O:9])=[O:8].[CH2:31]([N:33]1[C:37]([C@H:38]2[CH2:42][CH2:41][CH2:40][C@@H:39]2[OH:43])=[CH:36][CH:35]=[N:34]1)[CH3:32].[H-].[Na+]. The catalyst is CN(C=O)C. The product is [CH3:1][O:2][C:3]1[CH:28]=[C:27]([O:29][CH3:30])[CH:26]=[CH:25][C:4]=1[CH2:5][N:6]([C:19]1[CH:24]=[CH:23][N:22]=[CH:21][N:20]=1)[S:7]([C:10]1[CH:15]=[C:14]([F:16])[C:13]([O:43][C@H:39]2[CH2:40][CH2:41][CH2:42][C@@H:38]2[C:37]2[N:33]([CH2:31][CH3:32])[N:34]=[CH:35][CH:36]=2)=[CH:12][C:11]=1[F:18])(=[O:8])=[O:9]. The yield is 0.810. (5) The reactants are [C:1]([O:5][C:6]([NH:8][C@H:9]([C:13]1[N:23]=[CH:22][C:21]([Cl:24])=[CH:20][C:14]=1[C:15]([O:17]CC)=O)[CH:10]([CH3:12])[CH3:11])=[O:7])([CH3:4])([CH3:3])[CH3:2].Cl.[CH3:26]NOC.C[Mg]Br. The catalyst is C1COCC1. The product is [C:15]([C:14]1[C:13]([C@@H:9]([NH:8][C:6](=[O:7])[O:5][C:1]([CH3:3])([CH3:4])[CH3:2])[CH:10]([CH3:12])[CH3:11])=[N:23][CH:22]=[C:21]([Cl:24])[CH:20]=1)(=[O:17])[CH3:26]. The yield is 0.560. (6) The reactants are C[O:2][C:3]([C@H:5]1[CH2:9][C@@H:8]([NH:10][C:11]([O:13][C:14]([CH3:17])([CH3:16])[CH3:15])=[O:12])[C@@H:7]([OH:18])[CH2:6]1)=[O:4].N1C=CN=C1.[CH3:24][C:25]([Si:28](Cl)([CH3:30])[CH3:29])([CH3:27])[CH3:26].Cl. The catalyst is C(Cl)Cl.CN(C1C=CN=CC=1)C.C(O)(C)C.[OH-].[Na+].C(Cl)(Cl)Cl. The product is [C:11]([NH:10][C@@H:8]1[CH2:9][C@H:5]([C:3]([OH:2])=[O:4])[CH2:6][C@@H:7]1[O:18][Si:28]([C:25]([CH3:27])([CH3:26])[CH3:24])([CH3:30])[CH3:29])([O:13][C:14]([CH3:17])([CH3:16])[CH3:15])=[O:12]. The yield is 0.871. (7) The reactants are [Br:1][C:2]1[C:10]2[C:9]([C:11](O)=[O:12])=[CH:8][C:7]([C:14]3[CH:19]=[CH:18][C:17]([CH2:20][N:21]4[CH2:26][CH2:25][O:24][CH2:23][CH2:22]4)=[CH:16][CH:15]=3)=[N:6][C:5]=2[N:4]([CH:27]([CH3:29])[CH3:28])[N:3]=1.[NH2:30][CH2:31][C:32]1[C:33](=[O:40])[NH:34][C:35]([CH3:39])=[CH:36][C:37]=1[CH3:38].C1CN([P+](ON2N=NC3C=CC=CC2=3)(N2CCCC2)N2CCCC2)CC1.F[P-](F)(F)(F)(F)F. The catalyst is CS(C)=O. The product is [Br:1][C:2]1[C:10]2[C:9]([C:11]([NH:30][CH2:31][C:32]3[C:33](=[O:40])[NH:34][C:35]([CH3:39])=[CH:36][C:37]=3[CH3:38])=[O:12])=[CH:8][C:7]([C:14]3[CH:15]=[CH:16][C:17]([CH2:20][N:21]4[CH2:22][CH2:23][O:24][CH2:25][CH2:26]4)=[CH:18][CH:19]=3)=[N:6][C:5]=2[N:4]([CH:27]([CH3:29])[CH3:28])[N:3]=1. The yield is 0.390. (8) The reactants are [C:1]([O:5][C:6]([NH:8][C@@H:9]([CH2:13][CH2:14][CH2:15][CH3:16])[C:10]([OH:12])=O)=[O:7])([CH3:4])([CH3:3])[CH3:2].[C:17]1([P:23](=[CH:36][C:37]#[N:38])([C:30]2[CH:35]=[CH:34][CH:33]=[CH:32][CH:31]=2)[C:24]2[CH:29]=[CH:28][CH:27]=[CH:26][CH:25]=2)[CH:22]=[CH:21][CH:20]=[CH:19][CH:18]=1. The catalyst is ClCCl.CN(C)C1C=CN=CC=1. The product is [C:37]([C:36](=[P:23]([C:24]1[CH:29]=[CH:28][CH:27]=[CH:26][CH:25]=1)([C:17]1[CH:18]=[CH:19][CH:20]=[CH:21][CH:22]=1)[C:30]1[CH:35]=[CH:34][CH:33]=[CH:32][CH:31]=1)[C:10]([C@@H:9]([NH:8][C:6](=[O:7])[O:5][C:1]([CH3:2])([CH3:3])[CH3:4])[CH2:13][CH2:14][CH2:15][CH3:16])=[O:12])#[N:38]. The yield is 0.990. (9) The reactants are Br[C:2]1[C:3](=[O:10])[N:4]([CH3:9])[CH:5]=[C:6]([Br:8])[CH:7]=1.N[C:12]1[N:17]=[CH:16][CH:15]=[CH:14][N:13]=1.C(=O)([O-])[O-].[Cs+].[Cs+].CC1(C)C2C(=C(P(C3C=CC=CC=3)C3C=CC=CC=3)C=CC=2)OC2C(P(C3C=CC=CC=3)C3C=CC=CC=3)=CC=CC1=2.C[N:67](C=O)C. The catalyst is C(Cl)Cl.CO.O.C1C=CC(/C=C/C(/C=C/C2C=CC=CC=2)=O)=CC=1.C1C=CC(/C=C/C(/C=C/C2C=CC=CC=2)=O)=CC=1.C1C=CC(/C=C/C(/C=C/C2C=CC=CC=2)=O)=CC=1.[Pd].[Pd].O1CCOCC1. The product is [Br:8][C:6]1[CH:7]=[C:2]([NH:67][C:14]2[CH:15]=[CH:16][N:17]=[CH:12][N:13]=2)[C:3](=[O:10])[N:4]([CH3:9])[CH:5]=1. The yield is 0.580.